The task is: Predict the product of the given reaction.. This data is from Forward reaction prediction with 1.9M reactions from USPTO patents (1976-2016). Given the reactants Br[C:2]1[C:3]([F:23])=[CH:4][C:5]([CH3:22])=[C:6]([C:8]2[C:9](=[O:21])[NH:10][C:11]3([CH2:18][CH2:17][N:16]([O:19][CH3:20])[CH2:15][CH2:14]3)[C:12]=2[OH:13])[CH:7]=1.[Cl:24][C:25]1[CH:30]=[CH:29][C:28](B(O)O)=[CH:27][CH:26]=1.C(=O)([O-])[O-].[Na+].[Na+].Cl, predict the reaction product. The product is: [Cl:24][C:25]1[CH:30]=[CH:29][C:28]([C:2]2[C:3]([F:23])=[CH:4][C:5]([CH3:22])=[C:6]([C:8]3[C:9](=[O:21])[NH:10][C:11]4([CH2:18][CH2:17][N:16]([O:19][CH3:20])[CH2:15][CH2:14]4)[C:12]=3[OH:13])[CH:7]=2)=[CH:27][CH:26]=1.